The task is: Predict which catalyst facilitates the given reaction.. This data is from Catalyst prediction with 721,799 reactions and 888 catalyst types from USPTO. (1) Reactant: [OH:1][C:2]1[CH:17]=[CH:16][CH:15]=[CH:14][C:3]=1[CH2:4][C:5]1[CH:13]=[CH:12][C:8]([C:9]([NH2:11])=[O:10])=[CH:7][CH:6]=1.C(O[C@@H:22]1[O:39][C@H:38]([CH2:40][O:41][C:42](=[O:44])[CH3:43])[C@@H:33]([O:34][C:35](=[O:37])[CH3:36])[C@H:28]([O:29][C:30](=[O:32])[CH3:31])[C@H:23]1[O:24][C:25](=[O:27])[CH3:26])(=O)C. Product: [C:25]([O:24][C@@H:23]1[C@@H:28]([O:29][C:30](=[O:32])[CH3:31])[C@H:33]([O:34][C:35](=[O:37])[CH3:36])[C@@H:38]([CH2:40][O:41][C:42](=[O:44])[CH3:43])[O:39][C@H:22]1[O:1][C:2]1[CH:17]=[CH:16][CH:15]=[CH:14][C:3]=1[CH2:4][C:5]1[CH:13]=[CH:12][C:8]([C:9](=[O:10])[NH2:11])=[CH:7][CH:6]=1)(=[O:27])[CH3:26]. The catalyst class is: 11. (2) The catalyst class is: 6. Product: [CH:1]1[C:6]([C:7]#[N:8])=[CH:5][C:4]2[C:9]([CH2:12][CH2:13][CH2:14][CH2:15][N:16]3[CH2:17][CH2:18][N:19]([C:22]4[CH:23]=[CH:24][C:25]5[O:30][C:29]([C:31]([NH2:33])=[O:32])=[CH:28][C:26]=5[CH:27]=4)[CH2:20][CH2:21]3)=[CH:10][NH:11][C:3]=2[CH:2]=1.[ClH:34]. Reactant: [CH:1]1[C:6]([C:7]#[N:8])=[CH:5][C:4]2[C:9]([CH2:12][CH2:13][CH2:14][CH2:15][N:16]3[CH2:21][CH2:20][N:19]([C:22]4[CH:23]=[CH:24][C:25]5[O:30][C:29]([C:31]([NH2:33])=[O:32])=[CH:28][C:26]=5[CH:27]=4)[CH2:18][CH2:17]3)=[CH:10][NH:11][C:3]=2[CH:2]=1.[Cl:34]CCl.CC(O)C.Cl.